This data is from Forward reaction prediction with 1.9M reactions from USPTO patents (1976-2016). The task is: Predict the product of the given reaction. The product is: [F:27][CH:2]([F:1])[O:3][C:4]1[CH:5]=[C:6]([S:46]([CH2:28][CH3:29])(=[O:48])=[O:45])[C:7]([C:10]2[N:22]([CH3:23])[C:13]3[CH:14]=[N:15][C:16]([C:18]([F:21])([F:20])[F:19])=[CH:17][C:12]=3[N:11]=2)=[N:8][CH:9]=1. Given the reactants [F:1][CH:2]([F:27])[O:3][C:4]1[CH:5]=[C:6](SCC)[C:7]([C:10]2[N:22]([CH3:23])[C:13]3[CH:14]=[N:15][C:16]([C:18]([F:21])([F:20])[F:19])=[CH:17][C:12]=3[N:11]=2)=[N:8][CH:9]=1.[CH:28]1C=C(Cl)C=C(C(OO)=O)[CH:29]=1.C([O-])([O-])=O.[Na+].[Na+].[O-:45][S:46]([O-:48])=O.[Na+].[Na+], predict the reaction product.